Task: Predict the reaction yield, written as a fraction of the theoretical maximum amount of product (1.0 means a 100% yield; for example, 0.34 means a 34% yield).. Dataset: Reaction yield outcomes from USPTO patents with 853,638 reactions The reactants are [N+:1]([C:4]1[CH:11]=[CH:10][C:7]([CH2:8]Br)=[CH:6][CH:5]=1)([O-:3])=[O:2].C(=O)([O-])[O-].[K+].[K+].[CH3:18][NH:19][CH3:20]. The catalyst is C(#N)C. The product is [CH3:18][N:19]([CH3:20])[CH2:8][C:7]1[CH:10]=[CH:11][C:4]([N+:1]([O-:3])=[O:2])=[CH:5][CH:6]=1. The yield is 0.840.